From a dataset of Reaction yield outcomes from USPTO patents with 853,638 reactions. Predict the reaction yield, written as a fraction of the theoretical maximum amount of product (1.0 means a 100% yield; for example, 0.34 means a 34% yield). (1) The reactants are O=[C:2]1[NH:7][C:6]([C:8]([O:10][CH2:11][CH3:12])=[O:9])=[N:5][C:4]2[CH:13]=[CH:14][S:15][C:3]1=2.P(Cl)(Cl)([Cl:18])=O. No catalyst specified. The product is [Cl:18][C:2]1[C:3]2[S:15][CH:14]=[CH:13][C:4]=2[N:5]=[C:6]([C:8]([O:10][CH2:11][CH3:12])=[O:9])[N:7]=1. The yield is 0.800. (2) The reactants are [C:14]1(P([C:14]2[CH:19]=[CH:18][CH:17]=[CH:16][CH:15]=2)[C:14]2[CH:19]=[CH:18][CH:17]=[CH:16][CH:15]=2)[CH:19]=[CH:18][CH:17]=[CH:16][CH:15]=1.[Br:20][CH2:21][CH2:22]O.[N:24]([C:31](OCC)=[O:32])=[N:25][C:26](OCC)=O. The catalyst is C1COCC1. The product is [Br:20][CH2:21][CH2:22][C:26]1[C:15]2[C:14](=[CH:19][CH:18]=[CH:17][CH:16]=2)[C:31](=[O:32])[NH:24][N:25]=1. The yield is 0.810. (3) The reactants are [F:1][C:2]1[C:11]([CH:12]([C:14]2[N:18]3[N:19]=[C:20](/[C:23](=[N:25]/[OH:26])/[CH3:24])[CH:21]=[CH:22][C:17]3=[N:16][N:15]=2)[CH3:13])=[C:10]([F:27])[CH:9]=[C:8]2[C:3]=1[CH:4]=[CH:5][CH:6]=[N:7]2.O=C(Cl)[O:30][C:31](Cl)(Cl)Cl.[NH3:36]. The catalyst is C1COCC1. The product is [C:31]([O:26]/[N:25]=[C:23](/[C:20]1[CH:21]=[CH:22][C:17]2[N:18]([C:14]([C@@H:12]([C:11]3[C:2]([F:1])=[C:3]4[C:8](=[CH:9][C:10]=3[F:27])[N:7]=[CH:6][CH:5]=[CH:4]4)[CH3:13])=[N:15][N:16]=2)[N:19]=1)\[CH3:24])(=[O:30])[NH2:36]. The yield is 0.458.